This data is from hERG Central: cardiac toxicity at 1µM, 10µM, and general inhibition. The task is: Predict hERG channel inhibition at various concentrations. (1) The molecule is COc1ccc(CNC(=O)[C@H](Cc2c[nH]c3ccccc23)NC(=O)[C@@H]2Cc3ccccc3CN2)cc1. Results: hERG_inhib (hERG inhibition (general)): blocker. (2) The molecule is CN1CCN(c2nc3ccccc3nc2C(C#N)C(=O)OC2CCCCC2)CC1. Results: hERG_inhib (hERG inhibition (general)): blocker. (3) The molecule is COCC(C)OC(=O)c1c(N)n(Cc2ccco2)c2nc3ccccc3nc12. Results: hERG_inhib (hERG inhibition (general)): blocker. (4) The compound is CC(=O)NC(Cc1ccc(F)c(F)c1)C(=O)NC1CCN(c2c(Cc3ccccc3)c(C)nc3ncnn23)CC1. Results: hERG_inhib (hERG inhibition (general)): blocker. (5) The molecule is O=C(COc1ccc([N+](=O)[O-])cc1)NCc1ccncc1. Results: hERG_inhib (hERG inhibition (general)): blocker. (6) The drug is CC(c1nc2ccccc2c(=O)[nH]1)N1CCCN(S(=O)(=O)c2ccc(F)cc2)CC1. Results: hERG_inhib (hERG inhibition (general)): blocker. (7) The drug is COc1ccc(OC)c(CNc2ccc3c(c2)nc(C)n3C)c1. Results: hERG_inhib (hERG inhibition (general)): blocker.